This data is from Forward reaction prediction with 1.9M reactions from USPTO patents (1976-2016). The task is: Predict the product of the given reaction. (1) Given the reactants [Cl:1][C:2]1[CH:11]=[N:10][C:5]2[S:6][CH2:7][CH2:8][NH:9][C:4]=2[CH:3]=1.CCN(CC)CC.[C:19](O[C:19]([O:21][C:22]([CH3:25])([CH3:24])[CH3:23])=[O:20])([O:21][C:22]([CH3:25])([CH3:24])[CH3:23])=[O:20], predict the reaction product. The product is: [Cl:1][C:2]1[CH:11]=[N:10][C:5]2[S:6][CH2:7][CH2:8][N:9]([C:19]([O:21][C:22]([CH3:25])([CH3:24])[CH3:23])=[O:20])[C:4]=2[CH:3]=1. (2) Given the reactants [CH3:1][O:2][C:3]1[CH:11]=[C:10]([S:12][CH3:13])[CH:9]=[CH:8][C:4]=1[C:5](O)=[O:6].C(=O)([O-])[O-].[K+].[K+].C(OCC)(=O)C, predict the reaction product. The product is: [CH3:1][O:2][C:3]1[CH:11]=[C:10]([S:12][CH3:13])[CH:9]=[CH:8][C:4]=1[CH2:5][OH:6].